From a dataset of Reaction yield outcomes from USPTO patents with 853,638 reactions. Predict the reaction yield, written as a fraction of the theoretical maximum amount of product (1.0 means a 100% yield; for example, 0.34 means a 34% yield). (1) The reactants are [N:1]([CH:4]([C:7]1[CH:12]=[CH:11][CH:10]=[C:9]([Br:13])[CH:8]=1)[CH2:5][OH:6])=[N+]=[N-].C1(P(C2C=CC=CC=2)C2C=CC=CC=2)C=CC=CC=1. The catalyst is C1COCC1. The product is [NH2:1][CH:4]([C:7]1[CH:12]=[CH:11][CH:10]=[C:9]([Br:13])[CH:8]=1)[CH2:5][OH:6]. The yield is 0.140. (2) The reactants are [CH:1]([N:14]1[CH2:17][CH:16]([CH2:18][CH2:19][OH:20])[CH2:15]1)([C:8]1[CH:13]=[CH:12][CH:11]=[CH:10][CH:9]=1)[C:2]1[CH:7]=[CH:6][CH:5]=[CH:4][CH:3]=1.[CH3:21]I.[H-].[Na+]. The catalyst is CN(C=O)C. The product is [CH:1]([N:14]1[CH2:17][CH:16]([CH2:18][CH2:19][O:20][CH3:21])[CH2:15]1)([C:8]1[CH:13]=[CH:12][CH:11]=[CH:10][CH:9]=1)[C:2]1[CH:3]=[CH:4][CH:5]=[CH:6][CH:7]=1. The yield is 0.420.